Dataset: Full USPTO retrosynthesis dataset with 1.9M reactions from patents (1976-2016). Task: Predict the reactants needed to synthesize the given product. (1) Given the product [CH3:20][Si:19]([CH3:22])([CH3:21])[C:2]1[C:47]2[C:38](=[CH:39][C:40]3[C:45]([CH:46]=2)=[CH:44][CH:43]=[CH:42][CH:41]=3)[C:13]([Si:14]([CH3:17])([CH3:16])[CH3:15])=[C:12]2[C:3]=1[CH2:4][C:5]1[CH:6]=[CH:7][CH:8]=[CH:9][C:10]=1[CH2:11]2, predict the reactants needed to synthesize it. The reactants are: I[C:2]([Si:19]([CH3:22])([CH3:21])[CH3:20])=[C:3]1[C:12](=[C:13](I)[Si:14]([CH3:17])([CH3:16])[CH3:15])[CH2:11][C:10]2[C:5](=[CH:6][CH:7]=[CH:8][CH:9]=2)[CH2:4]1.C([Li])(C)(C)C.CN1C(=O)N(C)CCC1.I[C:38]1[C:47](I)=[CH:46][C:45]2[C:40](=[CH:41][CH:42]=[CH:43][CH:44]=2)[CH:39]=1. (2) Given the product [OH:23][CH:19]1[CH:18]2[CH:9]([CH2:10][CH2:11][C:12]3[C:17]2([CH3:24])[CH2:16][CH2:15][C:14](=[O:25])[CH:13]=3)[CH:8]2[C:21]([CH3:22])([C:5](=[O:26])[CH2:6][CH2:7]2)[CH2:20]1, predict the reactants needed to synthesize it. The reactants are: OC([C:5]1([OH:26])[C:21]2([CH3:22])[CH:8]([CH:9]3[CH:18]([CH:19]([OH:23])[CH2:20]2)[C:17]2([CH3:24])[C:12](=[CH:13][C:14](=[O:25])[CH2:15][CH2:16]2)[CH2:11][CH2:10]3)[CH2:7][CH2:6]1)CO.I([O-])(=O)(=O)=O.[Na+]. (3) Given the product [CH3:1][CH2:2][C@@H:3]([C@H:5]([N:36]([C:38]([C@@H:40]([NH:44][C:45]([C@@H:47]([N:51]([CH3:53])[CH3:52])[CH:48]([CH3:50])[CH3:49])=[O:46])[CH:41]([CH3:43])[CH3:42])=[O:39])[CH3:37])[C@H:6]([O:34][CH3:35])[CH2:7][C:8]([N:10]1[C@H:14]([C@H:15]([O:32][CH3:33])[C@H:16]([C:18]([NH:20][C@H:21]([C:29]([OH:31])=[O:30])[CH2:22][C:23]2[CH:28]=[CH:27][CH:26]=[CH:25][CH:24]=2)=[O:19])[CH3:17])[CH2:13][CH2:12][CH2:11]1)=[O:9])[CH3:4].[OH:91][CH2:90][CH2:89][CH2:88][NH-:87], predict the reactants needed to synthesize it. The reactants are: [CH3:1][CH2:2][C@@H:3]([C@H:5]([N:36]([C:38]([C@@H:40]([NH:44][C:45]([C@@H:47]([N:51]([CH3:53])[CH3:52])[CH:48]([CH3:50])[CH3:49])=[O:46])[CH:41]([CH3:43])[CH3:42])=[O:39])[CH3:37])[C@H:6]([O:34][CH3:35])[CH2:7][C:8]([N:10]1[C@H:14]([C@H:15]([O:32][CH3:33])[C@H:16]([C:18]([NH:20][C@H:21]([C:29]([OH:31])=[O:30])[CH2:22][C:23]2[CH:28]=[CH:27][CH:26]=[CH:25][CH:24]=2)=[O:19])[CH3:17])[CH2:13][CH2:12][CH2:11]1)=[O:9])[CH3:4].CN(C(ON1N=NC2C=CC=NC1=2)=[N+](C)C)C.F[P-](F)(F)(F)(F)F.C(N(C(C)C)CC)(C)C.[NH2:87][CH2:88][CH2:89][CH2:90][OH:91]. (4) The reactants are: [H-].[H-].[H-].[H-].[Li+].[Al+3].[F:7][C:8]1[CH:16]=[N:15][CH:14]=[CH:13][C:9]=1[C:10](O)=[O:11]. Given the product [F:7][C:8]1[CH:16]=[N:15][CH:14]=[CH:13][C:9]=1[CH2:10][OH:11], predict the reactants needed to synthesize it. (5) The reactants are: [CH3:1][N:2]([CH3:26])[C:3]([NH:5][C:6]1[S:7][C:8](=[CH:12][C:13]2[CH:18]=[CH:17][C:16]([N:19]3[CH2:24][CH2:23][C:22](=O)[CH2:21][CH2:20]3)=[CH:15][CH:14]=2)[C:9](=[O:11])[N:10]=1)=[NH:4].[NH2:27][CH2:28][C@H:29]([OH:38])[CH2:30][O:31][C:32]1[CH:37]=[CH:36][CH:35]=[CH:34][CH:33]=1. Given the product [OH:38][C@H:29]([CH2:30][O:31][C:32]1[CH:37]=[CH:36][CH:35]=[CH:34][CH:33]=1)[CH2:28][NH:27][CH:22]1[CH2:23][CH2:24][N:19]([C:16]2[CH:17]=[CH:18][C:13]([CH:12]=[C:8]3[S:7][C:6]([NH:5][C:3](=[NH:4])[N:2]([CH3:1])[CH3:26])=[N:10][C:9]3=[O:11])=[CH:14][CH:15]=2)[CH2:20][CH2:21]1, predict the reactants needed to synthesize it.